This data is from Full USPTO retrosynthesis dataset with 1.9M reactions from patents (1976-2016). The task is: Predict the reactants needed to synthesize the given product. (1) Given the product [N:1]1([C:5]([C:7]2[N:12]=[CH:11][C:10]([O:13][C:14]3[CH:15]=[C:16]([CH:27]=[C:28]([OH:30])[CH:29]=3)[C:17]([NH:19][C:20]3[CH:25]=[N:24][C:23]([CH3:26])=[CH:22][N:21]=3)=[O:18])=[CH:9][CH:8]=2)=[O:6])[CH2:2][CH2:3][CH2:4]1, predict the reactants needed to synthesize it. The reactants are: [N:1]1([C:5]([C:7]2[N:12]=[CH:11][C:10]([O:13][C:14]3[CH:15]=[C:16]([CH:27]=[C:28]([O:30]CC4C=CC=CC=4)[CH:29]=3)[C:17]([NH:19][C:20]3[CH:25]=[N:24][C:23]([CH3:26])=[CH:22][N:21]=3)=[O:18])=[CH:9][CH:8]=2)=[O:6])[CH2:4][CH2:3][CH2:2]1.CO. (2) Given the product [CH:16]1([NH:15][C:13]([CH:10]2[CH2:11][CH2:12][NH:8][CH2:9]2)=[O:14])[CH2:18][CH2:17]1, predict the reactants needed to synthesize it. The reactants are: C(OC([N:8]1[CH2:12][CH2:11][CH:10]([C:13]([NH:15][CH:16]2[CH2:18][CH2:17]2)=[O:14])[CH2:9]1)=O)(C)(C)C. (3) Given the product [Br:15][C:8]1[CH:9]=[CH:10][C:11]([O:13][CH3:14])=[C:12]2[C:7]=1[N:6]=[CH:5][CH:4]([C:16](=[O:24])[C:17]1[CH:18]=[CH:19][C:20]([F:23])=[CH:21][CH:22]=1)[C:3]2=[O:25], predict the reactants needed to synthesize it. The reactants are: CO[C:3](=[O:25])[C:4]([C:16](=[O:24])[C:17]1[CH:22]=[CH:21][C:20]([F:23])=[CH:19][CH:18]=1)=[CH:5][NH:6][C:7]1[CH:12]=[C:11]([O:13][CH3:14])[CH:10]=[CH:9][C:8]=1[Br:15].C([O-])(O)=O.[Na+]. (4) The reactants are: [Cl:1][C:2]1[CH:26]=[C:25]([O:27][CH3:28])[CH:24]=[CH:23][C:3]=1[O:4][C:5]1[CH:6]=[N:7][N:8]([CH:12]([CH2:16][CH:17]2[CH2:22][CH2:21][CH2:20][CH2:19][CH2:18]2)[C:13]([OH:15])=O)[C:9](=[O:11])[CH:10]=1.[NH2:29][C:30]1[CH:34]=[CH:33][N:32]([CH2:35][C:36]([CH3:39])([OH:38])[CH3:37])[N:31]=1. Given the product [Cl:1][C:2]1[CH:26]=[C:25]([O:27][CH3:28])[CH:24]=[CH:23][C:3]=1[O:4][C:5]1[CH:6]=[N:7][N:8]([CH:12]([CH2:16][CH:17]2[CH2:22][CH2:21][CH2:20][CH2:19][CH2:18]2)[C:13]([NH:29][C:30]2[CH:34]=[CH:33][N:32]([CH2:35][C:36]([OH:38])([CH3:37])[CH3:39])[N:31]=2)=[O:15])[C:9](=[O:11])[CH:10]=1, predict the reactants needed to synthesize it. (5) Given the product [CH:1]1[C:13]2[CH:12]([CH2:14][O:15][C:16]([N:18]3[CH2:23][C@@H:22]([C:24](=[O:47])[NH:25][CH2:26][C:27]4([CH2:41][CH2:42][CH2:43][CH2:44][O:45][CH3:46])[C:40]5[CH:39]=[CH:38][CH:37]=[CH:36][C:35]=5[O:34][C:33]5[C:28]4=[CH:29][CH:30]=[CH:31][CH:32]=5)[CH2:21][C@@H:20]([NH:48][S:59]([C:53]4[CH:54]=[CH:55][C:56]([O:57][CH3:58])=[C:51]([O:50][CH3:49])[CH:52]=4)(=[O:61])=[O:60])[CH2:19]3)=[O:17])[C:11]3[C:6](=[CH:7][CH:8]=[CH:9][CH:10]=3)[C:5]=2[CH:4]=[CH:3][CH:2]=1, predict the reactants needed to synthesize it. The reactants are: [CH:1]1[C:13]2[CH:12]([CH2:14][O:15][C:16]([N:18]3[CH2:23][C@@H:22]([C:24](=[O:47])[NH:25][CH2:26][C:27]4([CH2:41][CH2:42][CH2:43][CH2:44][O:45][CH3:46])[C:40]5[CH:39]=[CH:38][CH:37]=[CH:36][C:35]=5[O:34][C:33]5[C:28]4=[CH:29][CH:30]=[CH:31][CH:32]=5)[CH2:21][C@@H:20]([NH2:48])[CH2:19]3)=[O:17])[C:11]3[C:6](=[CH:7][CH:8]=[CH:9][CH:10]=3)[C:5]=2[CH:4]=[CH:3][CH:2]=1.[CH3:49][O:50][C:51]1[CH:52]=[C:53]([S:59](Cl)(=[O:61])=[O:60])[CH:54]=[CH:55][C:56]=1[O:57][CH3:58]. (6) Given the product [S:12]1[CH2:17][CH2:16][N:9]2[C:8]3[CH:13]=[CH:14][C:5]([CH2:3][OH:4])=[CH:6][C:7]=3[N:11]=[C:10]12, predict the reactants needed to synthesize it. The reactants are: CO[C:3]([C:5]1[CH:14]=[CH:13][C:8]2[NH:9][C:10](=[S:12])[NH:11][C:7]=2[CH:6]=1)=[O:4].Br[CH:16](Br)[CH3:17].Cl.[OH-].[Na+]. (7) Given the product [Br:3][C:4]1[CH:5]=[C:6]([CH:7]=[CH:8][CH:9]=1)[CH2:10][NH:15][C:14]1[CH:16]=[CH:17][CH:18]=[CH:19][C:13]=1[CH2:12][OH:11], predict the reactants needed to synthesize it. The reactants are: [BH4-].[Na+].[Br:3][C:4]1[CH:5]=[C:6]([CH:10]2[NH:15][C:14]3[CH:16]=[CH:17][CH:18]=[CH:19][C:13]=3[CH2:12][O:11]2)[CH:7]=[CH:8][CH:9]=1.